The task is: Predict the reaction yield, written as a fraction of the theoretical maximum amount of product (1.0 means a 100% yield; for example, 0.34 means a 34% yield).. This data is from Reaction yield outcomes from USPTO patents with 853,638 reactions. (1) The reactants are [Br:1][C:2]1[CH:7]=[CH:6][C:5]([C:8]2(O)[C:12]3[CH:13]=[C:14]([NH:19][C:20](=[O:26])[CH2:21][C:22]([CH3:25])([CH3:24])[CH3:23])[C:15]([CH3:18])=[C:16]([CH3:17])[C:11]=3[O:10][C:9]2([CH3:28])[CH3:27])=[CH:4][CH:3]=1. The catalyst is C(OCC)(=O)C.CCCCCC. The product is [Br:1][C:2]1[CH:3]=[CH:4][C:5]([CH:8]2[C:12]3[CH:13]=[C:14]([NH:19][C:20](=[O:26])[CH2:21][C:22]([CH3:24])([CH3:23])[CH3:25])[C:15]([CH3:18])=[C:16]([CH3:17])[C:11]=3[O:10][C:9]2([CH3:28])[CH3:27])=[CH:6][CH:7]=1. The yield is 0.880. (2) The reactants are [CH2:1]([O:3][C:4]([C:6]1[NH:7][C:8]2[C:13]([CH:14]=1)=[CH:12][C:11]([N+:15]([O-])=O)=[CH:10][CH:9]=2)=[O:5])[CH3:2].C([O-])=O.[NH4+]. The product is [CH2:1]([O:3][C:4]([C:6]1[NH:7][C:8]2[C:13]([CH:14]=1)=[CH:12][C:11]([NH2:15])=[CH:10][CH:9]=2)=[O:5])[CH3:2]. The yield is 0.760. The catalyst is [Pd].